This data is from Drug-target binding data from BindingDB using IC50 measurements. The task is: Regression. Given a target protein amino acid sequence and a drug SMILES string, predict the binding affinity score between them. We predict pIC50 (pIC50 = -log10(IC50 in M); higher means more potent). Dataset: bindingdb_ic50. (1) The compound is COc1ccc(NC(=O)c2cnc(-c3ccccc3)s2)cc1NC(=O)C(C)N1CCOCC1. The target protein (P56704) has sequence MAPLGYFLLLCSLKQALGSYPIWWSLAVGPQYSSLGSQPILCASIPGLVPKQLRFCRNYVEIMPSVAEGIKIGIQECQHQFRGRRWNCTTVHDSLAIFGPVLDKATRESAFVHAIASAGVAFAVTRSCAEGTAAICGCSSRHQGSPGKGWKWGGCSEDIEFGGMVSREFADARENRPDARSAMNRHNNEAGRQAIASHMHLKCKCHGLSGSCEVKTCWWSQPDFRAIGDFLKDKYDSASEMVVEKHRESRGWVETLRPRYTYFKVPTERDLVYYEASPNFCEPNPETGSFGTRDRTCNVSSHGIDGCDLLCCGRGHNARAERRREKCRCVFHWCCYVSCQECTRVYDVHTCK. The pIC50 is 10. (2) The small molecule is CC[C@](C)(Cc1ccc(OCCCOc2ccc(Oc3ccc(F)cc3)cc2Cl)cc1)C(=O)O. The target protein (Q03181) has sequence MEQPQEEAPEVREEEEKEEVAEAEGAPELNGGPQHALPSSSYTDLSRSSSPPSLLDQLQMGCDGASCGSLNMECRVCGDKASGFHYGVHACEGCKGFFRRTIRMKLEYEKCERSCKIQKKNRNKCQYCRFQKCLALGMSHNAIRFGRMPEAEKRKLVAGLTANEGSQYNPQVADLKAFSKHIYNAYLKNFNMTKKKARSILTGKASHTAPFVIHDIETLWQAEKGLVWKQLVNGLPPYKEISVHVFYRCQCTTVETVRELTEFAKSIPSFSSLFLNDQVTLLKYGVHEAIFAMLASIVNKDGLLVANGSGFVTREFLRSLRKPFSDIIEPKFEFAVKFNALELDDSDLALFIAAIILCGDRPGLMNVPRVEAIQDTILRALEFHLQANHPDAQYLFPKLLQKMADLRQLVTEHAQMMQRIKKTETETSLHPLLQEIYKDMY. The pIC50 is 6.0.